From a dataset of Peptide-MHC class I binding affinity with 185,985 pairs from IEDB/IMGT. Regression. Given a peptide amino acid sequence and an MHC pseudo amino acid sequence, predict their binding affinity value. This is MHC class I binding data. (1) The peptide sequence is SCMVNHSTYY. The MHC is HLA-A33:01 with pseudo-sequence HLA-A33:01. The binding affinity (normalized) is 0.158. (2) The binding affinity (normalized) is 0.380. The MHC is HLA-A24:02 with pseudo-sequence HLA-A24:02. The peptide sequence is VWAPLILAYFPVF. (3) The peptide sequence is CWLVSNGSY. The MHC is HLA-A01:01 with pseudo-sequence HLA-A01:01. The binding affinity (normalized) is 0.118. (4) The peptide sequence is RFLEDYFGV. The MHC is HLA-B27:05 with pseudo-sequence HLA-B27:05. The binding affinity (normalized) is 0.0847. (5) The peptide sequence is VLIAGIILL. The MHC is HLA-A02:02 with pseudo-sequence HLA-A02:02. The binding affinity (normalized) is 0.644. (6) The peptide sequence is YSKPWMAFF. The MHC is HLA-A03:01 with pseudo-sequence HLA-A03:01. The binding affinity (normalized) is 0.0847. (7) The peptide sequence is RFHNIRGRW. The MHC is Mamu-B17 with pseudo-sequence Mamu-B17. The binding affinity (normalized) is 0.512.